Dataset: Full USPTO retrosynthesis dataset with 1.9M reactions from patents (1976-2016). Task: Predict the reactants needed to synthesize the given product. The reactants are: C(N[C:6]1[N:14]=[C:13]2[C:9]([N:10]=[C:11]([O:23][CH3:24])[N:12]2[CH2:15][CH2:16][CH2:17][CH:18]2[CH2:22][CH2:21][O:20][CH2:19]2)=[C:8]([NH2:25])[N:7]=1)CCC.FC(F)(F)C(O)=O.[CH:33]1([CH2:36][CH2:37][O:38]C2NC(N)=C3C(N=2)=NC(OC)=N3)[CH2:35][CH2:34]1.BrCCCC1CCOC1. Given the product [CH:33]1([CH2:36][CH2:37][O:38][C:6]2[N:14]=[C:13]3[C:9]([N:10]=[C:11]([O:23][CH3:24])[N:12]3[CH2:15][CH2:16][CH2:17][CH:18]3[CH2:22][CH2:21][O:20][CH2:19]3)=[C:8]([NH2:25])[N:7]=2)[CH2:35][CH2:34]1, predict the reactants needed to synthesize it.